This data is from Forward reaction prediction with 1.9M reactions from USPTO patents (1976-2016). The task is: Predict the product of the given reaction. (1) Given the reactants Br[C:2]1[CH:9]=[CH:8][C:5]([C:6]#[N:7])=[C:4]([Cl:10])[CH:3]=1.[OH:11][C@:12]1([CH3:19])[C@H:16]([CH3:17])[NH:15][C:14](=[O:18])[CH2:13]1.C1(P(C2C=CC=CC=2)C2C3OC4C(=CC=CC=4P(C4C=CC=CC=4)C4C=CC=CC=4)C(C)(C)C=3C=CC=2)C=CC=CC=1.C(=O)([O-])[O-].[Cs+].[Cs+], predict the reaction product. The product is: [Cl:10][C:4]1[CH:3]=[C:2]([N:15]2[C:14](=[O:18])[CH2:13][C@@:12]([OH:11])([CH3:19])[C@@H:16]2[CH3:17])[CH:9]=[CH:8][C:5]=1[C:6]#[N:7]. (2) Given the reactants [C-:1]#[N:2].[Na+].Cl[CH2:5][C:6]1[CH:11]=[CH:10][CH:9]=[C:8]([O:12][CH2:13][C:14]([F:17])([F:16])[F:15])[N:7]=1.C(=O)([O-])O.[Na+], predict the reaction product. The product is: [F:15][C:14]([F:17])([F:16])[CH2:13][O:12][C:8]1[N:7]=[C:6]([CH2:5][C:1]#[N:2])[CH:11]=[CH:10][CH:9]=1. (3) Given the reactants [CH3:1][C:2]1([CH3:32])[CH2:7][O:6][CH2:5][CH2:4][N:3]1[C:8]([C:10]1[C:11]2[CH2:27][O:26][C:25]3[CH:24]=[C:23]([O:28][CH3:29])[C:22]([C:30]#[N:31])=[CH:21][C:20]=3[C:12]=2[N:13]([C:15]2[CH:19]=[CH:18][S:17][CH:16]=2)[N:14]=1)=[O:9].CO, predict the reaction product. The product is: [NH2:31][CH2:30][C:22]1[C:23]([O:28][CH3:29])=[CH:24][C:25]2[O:26][CH2:27][C:11]3[C:10]([C:8]([N:3]4[CH2:4][CH2:5][O:6][CH2:7][C:2]4([CH3:32])[CH3:1])=[O:9])=[N:14][N:13]([C:15]4[CH:19]=[CH:18][S:17][CH:16]=4)[C:12]=3[C:20]=2[CH:21]=1. (4) Given the reactants C([N:8]1[C@H:13]([CH2:14][OH:15])[C@H:12]([NH:16][C:17](=[O:19])[CH3:18])[C@@H:11]([O:20]CC2C=CC=CC=2)[C@H:10]([O:28]CC2C=CC=CC=2)[C@H:9]1[CH2:36][O:37]CC1C=CC=CC=1)C1C=CC=CC=1, predict the reaction product. The product is: [OH:28][C@H:10]1[C@H:11]([OH:20])[C@@H:12]([NH:16][C:17](=[O:19])[CH3:18])[C@@H:13]([CH2:14][OH:15])[NH:8][C@@H:9]1[CH2:36][OH:37].